Dataset: Full USPTO retrosynthesis dataset with 1.9M reactions from patents (1976-2016). Task: Predict the reactants needed to synthesize the given product. (1) The reactants are: Br[C:2]1[CH:3]=[CH:4][C:5]([N+:8]([O-:10])=[O:9])=[N:6][CH:7]=1.[CH3:11][Si:12]([C:15]#[CH:16])([CH3:14])[CH3:13].C(N(CC)C(C)C)(C)C. Given the product [N+:8]([C:5]1[CH:4]=[CH:3][C:2]([C:16]#[C:15][Si:12]([CH3:14])([CH3:13])[CH3:11])=[CH:7][N:6]=1)([O-:10])=[O:9], predict the reactants needed to synthesize it. (2) Given the product [CH3:20][N:21]1[CH2:26][CH2:25][N:24]([CH2:1][CH:3]2[CH2:12][C:11]3[C:6](=[CH:7][CH:8]=[CH:9][CH:10]=3)[CH2:5][N:4]2[C:13]([O:15][C:16]([CH3:19])([CH3:18])[CH3:17])=[O:14])[CH2:23][CH2:22]1, predict the reactants needed to synthesize it. The reactants are: [CH:1]([CH:3]1[CH2:12][C:11]2[C:6](=[CH:7][CH:8]=[CH:9][CH:10]=2)[CH2:5][N:4]1[C:13]([O:15][C:16]([CH3:19])([CH3:18])[CH3:17])=[O:14])=O.[CH3:20][N:21]1[CH2:26][CH2:25][NH:24][CH2:23][CH2:22]1. (3) Given the product [C:1]([C:3]1[CH:4]=[C:5]([C:14]2[O:18][N:17]=[C:16]([C:19]3[CH:27]=[CH:26][C:25]4[N:24]5[CH2:28][CH2:29][CH:30]([CH2:31][C:32]([OH:34])=[O:33])[C:23]5=[CH:22][C:21]=4[CH:20]=3)[N:15]=2)[CH:6]=[C:7]([O:9][C:10]([F:13])([F:11])[F:12])[CH:8]=1)#[N:2], predict the reactants needed to synthesize it. The reactants are: [C:1]([C:3]1[CH:4]=[C:5]([C:14]2[O:18][N:17]=[C:16]([C:19]3[CH:27]=[CH:26][C:25]4[N:24]5[CH2:28][CH2:29][CH:30]([CH2:31][C:32]([O:34]C(C)(C)C)=[O:33])[C:23]5=[CH:22][C:21]=4[CH:20]=3)[N:15]=2)[CH:6]=[C:7]([O:9][C:10]([F:13])([F:12])[F:11])[CH:8]=1)#[N:2].C1(SC)C=CC=CC=1.FC(F)(F)C(O)=O. (4) Given the product [Cl:1][CH2:2][C:3]1[CH:4]=[C:5]([CH:9]=[CH:10][CH:11]=1)[C:6]([NH2:12])=[O:7], predict the reactants needed to synthesize it. The reactants are: [Cl:1][CH2:2][C:3]1[CH:4]=[C:5]([CH:9]=[CH:10][CH:11]=1)[C:6](Cl)=[O:7].[NH3:12]. (5) The reactants are: S(OS(C(F)(F)F)(=O)=O)(C(F)(F)F)(=O)=O.[C:16]([O:35][CH2:36][C@H:37](O)[CH3:38])([C:29]1[CH:34]=[CH:33][CH:32]=[CH:31][CH:30]=1)([C:23]1[CH:28]=[CH:27][CH:26]=[CH:25][CH:24]=1)[C:17]1[CH:22]=[CH:21][CH:20]=[CH:19][CH:18]=1.C(N(C(C)C)CC)(C)C.Cl.[F:50][CH2:51][C@@H:52]1[CH2:56][CH2:55][NH:54][CH2:53]1.C([O-])(O)=O.[Na+]. Given the product [F:50][CH2:51][C@@H:52]1[CH2:56][CH2:55][N:54]([C@@H:37]([CH3:38])[CH2:36][O:35][C:16]([C:23]2[CH:28]=[CH:27][CH:26]=[CH:25][CH:24]=2)([C:17]2[CH:18]=[CH:19][CH:20]=[CH:21][CH:22]=2)[C:29]2[CH:34]=[CH:33][CH:32]=[CH:31][CH:30]=2)[CH2:53]1, predict the reactants needed to synthesize it.